From a dataset of Reaction yield outcomes from USPTO patents with 853,638 reactions. Predict the reaction yield, written as a fraction of the theoretical maximum amount of product (1.0 means a 100% yield; for example, 0.34 means a 34% yield). The reactants are N1C=[CH:4][N:3]=[N:2]1.[H-].[Na+].[C:8]([C:12]1([CH2:15][CH2:16][CH2:17][CH2:18][C:19]2[CH:24]=[CH:23][C:22]([F:25])=[CH:21][CH:20]=2)[CH2:14][O:13]1)([CH3:11])([CH3:10])[CH3:9].[CH3:26][N:27](C)C=O. No catalyst specified. The product is [N:3]1([CH2:14][C:12]([OH:13])([CH2:15][CH2:16][CH2:17][CH2:18][C:19]2[CH:24]=[CH:23][C:22]([F:25])=[CH:21][CH:20]=2)[C:8]([CH3:11])([CH3:10])[CH3:9])[CH:4]=[N:27][CH:26]=[N:2]1. The yield is 0.370.